This data is from Full USPTO retrosynthesis dataset with 1.9M reactions from patents (1976-2016). The task is: Predict the reactants needed to synthesize the given product. (1) Given the product [Cl:1][C:2]1[CH:3]=[N:4][N:5]([C:7]2[CH:12]=[CH:11][N:10]=[CH:9][C:8]=2[N:21]2[CH2:22][CH2:23][CH:18]([C:16]([N:15]([CH3:24])[CH3:14])=[O:17])[CH2:19][CH2:20]2)[CH:6]=1, predict the reactants needed to synthesize it. The reactants are: [Cl:1][C:2]1[CH:3]=[N:4][N:5]([C:7]2[CH:12]=[CH:11][N:10]=[CH:9][C:8]=2F)[CH:6]=1.[CH3:14][N:15]([CH3:24])[C:16]([CH:18]1[CH2:23][CH2:22][NH:21][CH2:20][CH2:19]1)=[O:17].C(=O)([O-])[O-].[K+].[K+].CC(N(C)C)=O. (2) Given the product [C:22]([O:26][C:27](=[O:32])[N:28]([C:29](=[O:31])[CH3:30])[C@H:6]1[CH2:10][C@@H:9]([N:11]2[CH:19]=[N:18][C:17]3[C:12]2=[N:13][CH:14]=[N:15][C:16]=3[Cl:20])[CH:8]=[CH:7]1)([CH3:25])([CH3:23])[CH3:24], predict the reactants needed to synthesize it. The reactants are: C(OC(=O)O[C@H:6]1[CH2:10][C@@H:9]([N:11]2[CH:19]=[N:18][C:17]3[C:12]2=[N:13][CH:14]=[N:15][C:16]=3[Cl:20])[CH:8]=[CH:7]1)C.[C:22]([O:26][C:27](=[O:32])[NH:28][C:29](=[O:31])[CH3:30])([CH3:25])([CH3:24])[CH3:23].C1(P(C2C=CC=CC=2)C2C=CC=CC=2)C=CC=CC=1. (3) Given the product [CH2:19]([O:21][C:22](=[O:25])[CH2:23][NH:24][C:2]1[C:3]2[N:4]([C:13](=[O:16])[NH:14][N:15]=2)[C:5]2[C:10]([N:11]=1)=[CH:9][CH:8]=[C:7]([F:12])[CH:6]=2)[CH3:20], predict the reactants needed to synthesize it. The reactants are: Cl[C:2]1[C:3]2[N:4]([C:13]([O:16]C)=[N:14][N:15]=2)[C:5]2[C:10]([N:11]=1)=[CH:9][CH:8]=[C:7]([F:12])[CH:6]=2.Cl.[CH2:19]([O:21][C:22](=[O:25])[CH2:23][NH2:24])[CH3:20].C(N(CC)CC)C.Cl.